This data is from Catalyst prediction with 721,799 reactions and 888 catalyst types from USPTO. The task is: Predict which catalyst facilitates the given reaction. (1) Reactant: [Br:1][C:2]1[CH:3]=[CH:4][C:5]([C:8]#[N:9])=[N:6][CH:7]=1.[C:10]([O:14][C:15](O[C:15]([O:14][C:10]([CH3:13])([CH3:12])[CH3:11])=[O:16])=[O:16])([CH3:13])([CH3:12])[CH3:11].[BH4-].[Na+]. Product: [C:10]([O:14][C:15](=[O:16])[NH:9][CH2:8][C:5]1[CH:4]=[CH:3][C:2]([Br:1])=[CH:7][N:6]=1)([CH3:13])([CH3:12])[CH3:11]. The catalyst class is: 5. (2) Reactant: [Cl:1][C:2]1[C:3]([OH:11])=[N:4][CH:5]=[C:6]([N+:8]([O-:10])=[O:9])[CH:7]=1.[C:12]([O-])([O-])=O.[K+].[K+]. Product: [Cl:1][C:2]1[C:3](=[O:11])[N:4]([CH3:12])[CH:5]=[C:6]([N+:8]([O-:10])=[O:9])[CH:7]=1. The catalyst class is: 3. (3) Reactant: [CH3:1][C:2]1[CH:7]=[C:6]([CH3:8])[CH:5]=[CH:4][C:3]=1[C:9]([NH:11][O:12][C:13](=O)[CH2:14][N:15]([CH2:22][C:23]1[CH:28]=[CH:27][C:26]([S:29][C:30]([CH3:39])([CH3:38])[C:31]([O:33][C:34]([CH3:37])([CH3:36])[CH3:35])=[O:32])=[CH:25][CH:24]=1)[CH2:16][C:17]1[O:18][CH:19]=[CH:20][CH:21]=1)=[NH:10].C([O-])(=O)C.[Na+]. Product: [CH3:1][C:2]1[CH:7]=[C:6]([CH3:8])[CH:5]=[CH:4][C:3]=1[C:9]1[N:10]=[C:13]([CH2:14][N:15]([CH2:22][C:23]2[CH:24]=[CH:25][C:26]([S:29][C:30]([CH3:39])([CH3:38])[C:31]([O:33][C:34]([CH3:37])([CH3:36])[CH3:35])=[O:32])=[CH:27][CH:28]=2)[CH2:16][C:17]2[O:18][CH:19]=[CH:20][CH:21]=2)[O:12][N:11]=1. The catalyst class is: 40.